Predict the reaction yield, written as a fraction of the theoretical maximum amount of product (1.0 means a 100% yield; for example, 0.34 means a 34% yield). From a dataset of Reaction yield outcomes from USPTO patents with 853,638 reactions. (1) The reactants are [OH:1][CH2:2][C:3]1[N:4]([C:15]2[CH:20]=[CH:19][CH:18]=[CH:17][C:16]=2[CH3:21])[C:5](=[O:14])[C:6]2[C:11]([CH:12]=1)=[CH:10][CH:9]=[CH:8][C:7]=2[CH3:13]. The catalyst is C(Cl)Cl.O=[Mn]=O. The product is [CH3:13][C:7]1[CH:8]=[CH:9][CH:10]=[C:11]2[C:6]=1[C:5](=[O:14])[N:4]([C:15]1[CH:20]=[CH:19][CH:18]=[CH:17][C:16]=1[CH3:21])[C:3]([CH:2]=[O:1])=[CH:12]2. The yield is 0.900. (2) The reactants are [F:1][C:2]1[CH:19]=[C:18]([N+:20]([O-:22])=[O:21])[CH:17]=[CH:16][C:3]=1[O:4][C:5]1[CH:10]=[CH:9][N:8]=[CH:7][C:6]=1/[CH:11]=[CH:12]/[C:13]([OH:15])=O.[CH3:23][C:24]([O:27][C:28]([NH:30][CH:31]1[CH2:36][CH2:35][NH:34][CH2:33][CH2:32]1)=[O:29])([CH3:26])[CH3:25].CCN(C(C)C)C(C)C.CN(C(ON1N=NC2C=CC=CC1=2)=[N+](C)C)C.[B-](F)(F)(F)F. The catalyst is CN(C=O)C.CCOC(C)=O. The product is [F:1][C:2]1[CH:19]=[C:18]([N+:20]([O-:22])=[O:21])[CH:17]=[CH:16][C:3]=1[O:4][C:5]1[CH:10]=[CH:9][N:8]=[CH:7][C:6]=1/[CH:11]=[CH:12]/[C:13]([N:34]1[CH2:33][CH2:32][CH:31]([NH:30][C:28](=[O:29])[O:27][C:24]([CH3:25])([CH3:23])[CH3:26])[CH2:36][CH2:35]1)=[O:15]. The yield is 0.540. (3) The reactants are [NH2:1][C:2]1[C:3]([Cl:20])=[CH:4][C:5]([Cl:19])=[C:6]([CH:18]=1)[O:7][C:8]1[CH:13]=[CH:12][N:11]=[C:10]([NH2:14])[C:9]=1[N+:15]([O-:17])=[O:16].[Cl:21][C:22]1[CH:27]=[CH:26][C:25]([N:28]=[C:29]=[O:30])=[CH:24][C:23]=1[C:31]([F:34])([F:33])[F:32]. No catalyst specified. The product is [NH2:14][C:10]1[C:9]([N+:15]([O-:17])=[O:16])=[C:8]([O:7][C:6]2[C:5]([Cl:19])=[CH:4][C:3]([Cl:20])=[C:2]([NH:1][C:29]([NH:28][C:25]3[CH:26]=[CH:27][C:22]([Cl:21])=[C:23]([C:31]([F:33])([F:32])[F:34])[CH:24]=3)=[O:30])[CH:18]=2)[CH:13]=[CH:12][N:11]=1. The yield is 0.730. (4) The reactants are [CH2:1]([C:3]1[C:4]([CH3:13])=[N+:5]([O-:12])[CH:6]=[CH:7][C:8]=1[N+]([O-])=O)[CH3:2].C([Cl:17])(=O)C. No catalyst specified. The product is [Cl:17][C:8]1[CH:7]=[CH:6][N+:5]([O-:12])=[C:4]([CH3:13])[C:3]=1[CH2:1][CH3:2]. The yield is 0.661. (5) The reactants are [C:1]1([N:7]2[CH2:12][CH2:11][N:10](C(OC(C)(C)C)=O)[CH2:9][CH2:8]2)[CH:6]=[CH:5][CH:4]=[CH:3][CH:2]=1.[OH-].[Na+]. The catalyst is C(Cl)Cl.C(O)(C(F)(F)F)=O. The product is [C:1]1([N:7]2[CH2:12][CH2:11][NH:10][CH2:9][CH2:8]2)[CH:6]=[CH:5][CH:4]=[CH:3][CH:2]=1. The yield is 0.970.